This data is from Forward reaction prediction with 1.9M reactions from USPTO patents (1976-2016). The task is: Predict the product of the given reaction. (1) Given the reactants [Br:1][C:2]1[CH:14]=[CH:13][C:12]2[C:11]3[C:6](=[CH:7][C:8](Br)=[CH:9][CH:10]=3)[C:5]([CH3:17])([CH3:16])[C:4]=2[CH:3]=1.B(OC(C)C)(OC(C)C)[O:19]C(C)C.C([Li])CCC.Cl, predict the reaction product. The product is: [Br:1][C:2]1[CH:3]=[C:4]2[C:12]([C:11]3[CH:10]=[CH:9][C:8]([OH:19])=[CH:7][C:6]=3[C:5]2([CH3:17])[CH3:16])=[CH:13][CH:14]=1. (2) Given the reactants [CH3:1][C:2]([CH3:9])([CH2:5][O:6][CH2:7][CH3:8])[CH2:3][OH:4].[CH3:10][Si:11](Cl)([CH3:13])[CH3:12], predict the reaction product. The product is: [CH3:1][C:2]([CH3:9])([CH2:3][O:4][Si:11]([CH3:13])([CH3:12])[CH3:10])[CH2:5][O:6][CH2:7][CH3:8]. (3) Given the reactants Br[C:2]1[CH:7]=[CH:6][C:5]([O:8][CH3:9])=[CH:4][C:3]=1[O:10][CH3:11].Cl[CH:13]1[CH2:17][CH2:16][CH2:15][C:14]1=[O:18].Cl, predict the reaction product. The product is: [CH3:11][O:10][C:3]1[CH:4]=[C:5]([O:8][CH3:9])[CH:6]=[CH:7][C:2]=1[CH:13]1[CH2:17][CH2:16][CH2:15][C:14]1=[O:18]. (4) Given the reactants [C:1]([C:3]1[CH:25]=[CH:24][C:6]([CH2:7][C:8]([O:21][CH2:22][CH3:23])([C:12]2[CH:17]=[CH:16][C:15]([O:18][CH3:19])=[CH:14][C:13]=2[F:20])[C:9]([NH2:11])=[O:10])=[C:5]([N+:26]([O-])=O)[CH:4]=1)#[N:2], predict the reaction product. The product is: [NH2:26][C:5]1[CH:4]=[C:3]([C:1]#[N:2])[CH:25]=[CH:24][C:6]=1[CH2:7][C:8]([O:21][CH2:22][CH3:23])([C:12]1[CH:17]=[CH:16][C:15]([O:18][CH3:19])=[CH:14][C:13]=1[F:20])[C:9]([NH2:11])=[O:10].